Dataset: NCI-60 drug combinations with 297,098 pairs across 59 cell lines. Task: Regression. Given two drug SMILES strings and cell line genomic features, predict the synergy score measuring deviation from expected non-interaction effect. Drug 1: C1=C(C(=O)NC(=O)N1)N(CCCl)CCCl. Drug 2: C1CC(=O)NC(=O)C1N2C(=O)C3=CC=CC=C3C2=O. Cell line: SW-620. Synergy scores: CSS=33.5, Synergy_ZIP=1.37, Synergy_Bliss=4.10, Synergy_Loewe=-7.46, Synergy_HSA=3.86.